This data is from Peptide-MHC class I binding affinity with 185,985 pairs from IEDB/IMGT. The task is: Regression. Given a peptide amino acid sequence and an MHC pseudo amino acid sequence, predict their binding affinity value. This is MHC class I binding data. (1) The peptide sequence is LLQSKNAGAV. The MHC is HLA-A68:02 with pseudo-sequence HLA-A68:02. The binding affinity (normalized) is 0. (2) The peptide sequence is LSLLPDWFAFK. The binding affinity (normalized) is 0. The MHC is H-2-Db with pseudo-sequence H-2-Db. (3) The peptide sequence is NLDLFMSHV. The MHC is HLA-A02:03 with pseudo-sequence HLA-A02:03. The binding affinity (normalized) is 0.651. (4) The peptide sequence is AMLQLDPNA. The MHC is HLA-A02:02 with pseudo-sequence HLA-A02:02. The binding affinity (normalized) is 0.0802.